From a dataset of Reaction yield outcomes from USPTO patents with 853,638 reactions. Predict the reaction yield, written as a fraction of the theoretical maximum amount of product (1.0 means a 100% yield; for example, 0.34 means a 34% yield). (1) The reactants are [S:1]1[CH:5]=[N:4][N:3]=[C:2]1[C:6]1[CH:11]=[CH:10][CH:9]=[CH:8][C:7]=1[NH:12][C:13]([C:15]1[CH:20]=[C:19](Cl)[N:18]=[C:17]([C:22]2[CH:27]=[CH:26][CH:25]=[CH:24][CH:23]=2)[N:16]=1)=[O:14].C1COCC1.[CH3:33][N:34]([CH3:38])[CH2:35][CH2:36][NH2:37]. The catalyst is O. The product is [S:1]1[CH:5]=[N:4][N:3]=[C:2]1[C:6]1[CH:11]=[CH:10][CH:9]=[CH:8][C:7]=1[NH:12][C:13]([C:15]1[CH:20]=[C:19]([NH:37][CH2:36][CH2:35][N:34]([CH3:38])[CH3:33])[N:18]=[C:17]([C:22]2[CH:27]=[CH:26][CH:25]=[CH:24][CH:23]=2)[N:16]=1)=[O:14]. The yield is 0.610. (2) The reactants are [Br:1][C:2]1[N:3]=[CH:4][NH:5][CH:6]=1.[N+:7]([O-])([OH:9])=[O:8]. The catalyst is S(=O)(=O)(O)O. The product is [Br:1][C:2]1[NH:3][CH:4]=[N:5][C:6]=1[N+:7]([O-:9])=[O:8]. The yield is 0.870. (3) The reactants are C([O:4][C:5]1[CH:22]=[CH:21][C:20]([Br:23])=[CH:19][C:6]=1[C:7]([NH:9][C:10]1[S:11][CH:12]=[C:13]([C:15]([CH3:18])([CH3:17])[CH3:16])[N:14]=1)=[O:8])(=O)C.[OH-].[Na+].Cl. The catalyst is O1CCCC1. The product is [Br:23][C:20]1[CH:21]=[CH:22][C:5]([OH:4])=[C:6]([CH:19]=1)[C:7]([NH:9][C:10]1[S:11][CH:12]=[C:13]([C:15]([CH3:16])([CH3:17])[CH3:18])[N:14]=1)=[O:8]. The yield is 0.789. (4) The reactants are [CH:1]12[CH2:7][CH:4]([NH:5][CH2:6]1)[CH2:3][N:2]2[C:8]1[C:16]2[C:11](=[CH:12][CH:13]=[CH:14][CH:15]=2)[N:10]([C:17]2[CH:22]=[CH:21][N:20]=[C:19]([NH:23][CH:24]([C:26]3[CH:31]=[CH:30][CH:29]=[CH:28][CH:27]=3)[CH3:25])[CH:18]=2)[N:9]=1.[CH3:32][C:33]([CH3:35])=O.C(O[BH-](OC(=O)C)OC(=O)C)(=O)C.[Na+]. The catalyst is C(Cl)(Cl)Cl.C(Cl)Cl. The product is [NH3:2].[CH:33]([N:5]1[CH2:6][C@@H:1]2[CH2:7][C@H:4]1[CH2:3][N:2]2[C:8]1[C:16]2[C:11](=[CH:12][CH:13]=[CH:14][CH:15]=2)[N:10]([C:17]2[CH:22]=[CH:21][N:20]=[C:19]([NH:23][C@H:24]([C:26]3[CH:31]=[CH:30][CH:29]=[CH:28][CH:27]=3)[CH3:25])[CH:18]=2)[N:9]=1)([CH3:35])[CH3:32]. The yield is 0.0500. (5) The reactants are Br.[NH:2]1[CH2:7][CH2:6][CH:5]([CH2:8][N:9]2[C:17]3[C:12](=[CH:13][CH:14]=[CH:15][CH:16]=3)[C:11]3([C:21]4=[CH:22][C:23]5[O:27][CH2:26][O:25][C:24]=5[CH:28]=[C:20]4[O:19][CH2:18]3)[C:10]2=[O:29])[CH2:4][CH2:3]1.Br[C:31]1[CH:36]=[CH:35][CH:34]=[CH:33][N:32]=1.C1CCN2C(=NCCC2)CC1.O. The catalyst is [I-].C([N+](CCCC)(CCCC)CCCC)CCC.CN(C=O)C. The product is [N:32]1[CH:33]=[CH:34][CH:35]=[CH:36][C:31]=1[N:2]1[CH2:7][CH2:6][CH:5]([CH2:8][N:9]2[C:17]3[C:12](=[CH:13][CH:14]=[CH:15][CH:16]=3)[C:11]3([C:21]4=[CH:22][C:23]5[O:27][CH2:26][O:25][C:24]=5[CH:28]=[C:20]4[O:19][CH2:18]3)[C:10]2=[O:29])[CH2:4][CH2:3]1. The yield is 0.270. (6) The reactants are Cl[C:2]1[CH:7]=[CH:6][N:5]=[C:4]2[CH2:8][CH2:9][CH2:10][C:3]=12.[CH3:11][OH:12].C[O-].[Na+]. The catalyst is CCOC(C)=O.Cl. The product is [CH3:11][O:12][C:2]1[CH:7]=[CH:6][N:5]=[C:4]2[CH2:8][CH2:9][CH2:10][C:3]=12. The yield is 0.440. (7) The reactants are O1CCCC1.C([NH:13][C:14]1[C:15]([CH3:27])=[C:16]([CH3:26])[C:17]2[O:21][C:20]([CH3:23])([CH3:22])[C:19](=[O:24])[C:18]=2[CH:25]=1)C1C=CC=CC=1. The product is [NH2:13][C:14]1[C:15]([CH3:27])=[C:16]([CH3:26])[C:17]2[O:21][C:20]([CH3:22])([CH3:23])[C:19](=[O:24])[C:18]=2[CH:25]=1. The catalyst is [C].[Pd].CO. The yield is 1.00. (8) The reactants are [CH:1]([C:3]1[CH:4]=[C:5]([CH:9]=[CH:10][CH:11]=1)[C:6]([OH:8])=[O:7])=O.[N:12]1([C:18]([O:20][C:21]([CH3:24])([CH3:23])[CH3:22])=[O:19])[CH2:17][CH2:16][NH:15][CH2:14][CH2:13]1.[BH3-]C#N.[Na+]. The catalyst is CO. The product is [C:21]([O:20][C:18]([N:12]1[CH2:17][CH2:16][N:15]([CH2:1][C:3]2[CH:4]=[C:5]([CH:9]=[CH:10][CH:11]=2)[C:6]([OH:8])=[O:7])[CH2:14][CH2:13]1)=[O:19])([CH3:24])([CH3:22])[CH3:23]. The yield is 0.500.